From a dataset of Forward reaction prediction with 1.9M reactions from USPTO patents (1976-2016). Predict the product of the given reaction. (1) Given the reactants [Cl:1][C:2]1[C:10]2[O:9][CH2:8][O:7][C:6]=2[CH:5]=[CH:4][C:3]=1[NH:11]C(=O)OC(C)(C)C.Cl.O1CCOCC1, predict the reaction product. The product is: [Cl:1][C:2]1[C:10]2[O:9][CH2:8][O:7][C:6]=2[CH:5]=[CH:4][C:3]=1[NH2:11]. (2) Given the reactants [N:1]1[C:2]([CH2:10][NH2:11])=[CH:3][N:4]2[CH:9]=[CH:8][CH:7]=[CH:6][C:5]=12.[CH3:12][O:13][C:14]1[CH:21]=[CH:20][CH:19]=[C:18]([O:22][CH3:23])[C:15]=1[CH:16]=O, predict the reaction product. The product is: [CH3:12][O:13][C:14]1[CH:21]=[CH:20][CH:19]=[C:18]([O:22][CH3:23])[C:15]=1[CH:16]1[N:11]([CH2:10][C:2]2[N:1]=[C:5]3[CH:6]=[CH:7][CH:8]=[CH:9][N:4]3[CH:3]=2)[C:14](=[O:13])[CH2:15][CH2:18][CH2:19]1. (3) Given the reactants [Cl:1][C:2]1[C:3]([I:11])=[C:4](CC#N)[CH:5]=[CH:6][CH:7]=1.[OH:12]S(O)(=O)=O.[O:17]1[CH2:22][CH2:21]OCC1, predict the reaction product. The product is: [Cl:1][C:2]1[C:3]([I:11])=[C:4]([CH2:21][C:22]([OH:17])=[O:12])[CH:5]=[CH:6][CH:7]=1. (4) Given the reactants [C:1]([NH:11][C@H:12]([C:14]([OH:16])=[O:15])[CH3:13])([O:3][CH2:4][C:5]1[CH:10]=[CH:9][CH:8]=[CH:7][CH:6]=1)=[O:2].CO[CH:19]([C:22]1[CH:27]=[CH:26][CH:25]=[CH:24][CH:23]=1)OC.B(F)(F)F.CCOCC.CCN(CC)CC, predict the reaction product. The product is: [CH3:13][C@H:12]1[C:14](=[O:16])[O:15][C@H:19]([C:22]2[CH:27]=[CH:26][CH:25]=[CH:24][CH:23]=2)[N:11]1[C:1]([O:3][CH2:4][C:5]1[CH:10]=[CH:9][CH:8]=[CH:7][CH:6]=1)=[O:2]. (5) Given the reactants [CH3:1][NH:2][C@H:3]1[CH2:7][CH2:6][N:5]([C:8]2[C:13]([C:14]([O:16][CH:17]([CH3:19])[CH3:18])=[O:15])=[CH:12][CH:11]=[CH:10][N:9]=2)[CH2:4]1.[CH2:20]([C:22]1[S:26][C:25]([CH:27]=O)=[CH:24][CH:23]=1)[CH3:21].[BH-](OC(C)=O)(OC(C)=O)OC(C)=O.[Na+], predict the reaction product. The product is: [CH2:20]([C:22]1[S:26][C:25]([CH2:27][N:2]([CH3:1])[C@H:3]2[CH2:7][CH2:6][N:5]([C:8]3[C:13]([C:14]([O:16][CH:17]([CH3:18])[CH3:19])=[O:15])=[CH:12][CH:11]=[CH:10][N:9]=3)[CH2:4]2)=[CH:24][CH:23]=1)[CH3:21]. (6) Given the reactants [CH3:1][O:2][C:3]([C:5]1[CH:6]=[C:7]([Cl:25])[CH:8]=[C:9]2[C:14]=1[NH:13][CH:12]([C:15]1[CH:20]=[CH:19][CH:18]=[C:17]([Br:21])[CH:16]=1)[C:11]([CH3:23])([CH3:22])[CH:10]2O)=[O:4].C([SiH](CC)CC)C, predict the reaction product. The product is: [CH3:1][O:2][C:3]([C:5]1[CH:6]=[C:7]([Cl:25])[CH:8]=[C:9]2[C:14]=1[NH:13][CH:12]([C:15]1[CH:20]=[CH:19][CH:18]=[C:17]([Br:21])[CH:16]=1)[C:11]([CH3:22])([CH3:23])[CH2:10]2)=[O:4]. (7) Given the reactants [Cl:1][C:2]1[CH:7]=[C:6]([CH3:8])[CH:5]=[CH:4][C:3]=1[OH:9].O[C@H:11]([CH3:16])[C:12]([O:14][CH3:15])=[O:13], predict the reaction product. The product is: [Cl:1][C:2]1[CH:7]=[C:6]([CH3:8])[CH:5]=[CH:4][C:3]=1[O:9][C@@H:11]([CH3:16])[C:12]([O:14][CH3:15])=[O:13].